From a dataset of Reaction yield outcomes from USPTO patents with 853,638 reactions. Predict the reaction yield, written as a fraction of the theoretical maximum amount of product (1.0 means a 100% yield; for example, 0.34 means a 34% yield). (1) The reactants are [CH3:1][N:2]([CH3:11])[C:3](=[O:10])[C:4]1[CH:9]=[CH:8][CH:7]=[CH:6][CH:5]=1.[Cl:12][C:13]1[C:14](=[O:40])[N:15]([CH2:30]C2C=CC(C(O)=O)=CC=2)[C:16]([CH3:29])=[CH:17][C:18]=1[O:19][CH2:20][C:21]1[CH:26]=[CH:25][C:24]([F:27])=[CH:23][C:22]=1[F:28].ON1C2C=CC=CC=2N=N1.CN1CCOCC1.CNC.Cl.CN(C)CCCN=C=NCC. The catalyst is CN(C)C=O.O. The yield is 0.780. The product is [Cl:12][C:13]1[C:14](=[O:40])[N:15]([CH2:30][C:7]2[CH:6]=[CH:5][C:4]([C:3]([N:2]([CH3:11])[CH3:1])=[O:10])=[CH:9][CH:8]=2)[C:16]([CH3:29])=[CH:17][C:18]=1[O:19][CH2:20][C:21]1[CH:26]=[CH:25][C:24]([F:27])=[CH:23][C:22]=1[F:28]. (2) The reactants are [NH:1]1[CH2:6][CH2:5][CH:4]([C:7]2[C:16]3[C:11](=[CH:12][CH:13]=[CH:14][CH:15]=3)[N:10]=[CH:9][CH:8]=2)[CH2:3][CH2:2]1.[N+](C1C=CC([O:26][C:27](=O)[NH:28][C:29]2[CH:34]=[CH:33][C:32]([CH:35]([CH3:37])[CH3:36])=[CH:31][CH:30]=2)=CC=1)([O-])=O.CCN(C(C)C)C(C)C.C([O-])([O-])=O.[K+].[K+]. The catalyst is CS(C)=O. The product is [CH:35]([C:32]1[CH:33]=[CH:34][C:29]([NH:28][C:27]([N:1]2[CH2:2][CH2:3][CH:4]([C:7]3[C:16]4[C:11](=[CH:12][CH:13]=[CH:14][CH:15]=4)[N:10]=[CH:9][CH:8]=3)[CH2:5][CH2:6]2)=[O:26])=[CH:30][CH:31]=1)([CH3:37])[CH3:36]. The yield is 0.320. (3) The reactants are C([O:14][C:15]1[C:24]2[N:23]=[CH:22][CH:21]=[CH:20][C:19]=2C(C(O)=O)=[C:17]2[CH2:28][N:29]([CH2:32][C:33]3[CH:38]=[CH:37][C:36]([F:39])=[CH:35][CH:34]=3)[C:30](=[O:31])[C:16]=12)(C1C=CC=CC=1)C1C=CC=CC=1.C(NCC)C.[CH:45]([N:48]([CH:51]([CH3:53])C)[CH2:49][CH3:50])([CH3:47])C.F[P-](F)(F)(F)(F)F.N1([O:70]C(N(C)C)=[N+](C)C)C2N=CC=CC=2N=N1. The catalyst is CN(C)C=O. The product is [CH2:51]([N:48]([CH2:49][CH3:50])[C:45]([C:47]1[C:19]2[CH:20]=[CH:21][CH:22]=[N:23][C:24]=2[C:15]([OH:14])=[C:16]2[C:30](=[O:31])[N:29]([CH2:32][C:33]3[CH:34]=[CH:35][C:36]([F:39])=[CH:37][CH:38]=3)[CH2:28][C:17]=12)=[O:70])[CH3:53]. The yield is 0.860. (4) The reactants are [N:1]1[CH:6]=[CH:5][CH:4]=[C:3]([C:7]2[N:16]=[C:10]3[CH:11]=[C:12]([NH2:15])[CH:13]=[CH:14][N:9]3[N:8]=2)[CH:2]=1.[CH3:17][O:18][C:19]([C:21]1[CH:22]=[N:23][N:24]([CH3:29])[C:25]=1[C:26](O)=[O:27])=[O:20].CCCP(=O)=O.C(N(CC)C(C)C)(C)C. The catalyst is O1CCCC1. The product is [CH3:29][N:24]1[C:25]([C:26](=[O:27])[NH:15][C:12]2[CH:13]=[CH:14][N:9]3[N:8]=[C:7]([C:3]4[CH:2]=[N:1][CH:6]=[CH:5][CH:4]=4)[N:16]=[C:10]3[CH:11]=2)=[C:21]([C:19]([O:18][CH3:17])=[O:20])[CH:22]=[N:23]1. The yield is 0.675. (5) The reactants are [CH2:1]([N:3]([CH:16]1[CH2:21][CH2:20][O:19][CH2:18][CH2:17]1)[C:4]1[N:8]([CH3:9])[N:7]=[C:6]([C:10]([O:12]CC)=[O:11])[C:5]=1[CH3:15])[CH3:2].[OH-].[Na+]. The catalyst is O.CCO. The product is [CH2:1]([N:3]([CH:16]1[CH2:17][CH2:18][O:19][CH2:20][CH2:21]1)[C:4]1[N:8]([CH3:9])[N:7]=[C:6]([C:10]([OH:12])=[O:11])[C:5]=1[CH3:15])[CH3:2]. The yield is 1.00. (6) No catalyst specified. The product is [Cl:33][C:12]1[C:13]2[CH:19]([CH2:20][CH2:21][CH3:35])[O:18][C:17](=[C:22]3[C:30]4[C:25](=[CH:26][CH:27]=[C:28]([F:31])[CH:29]=4)[NH:24][C:23]3=[O:32])[C:14]=2[CH:15]=[N:16][C:11]=1[NH:9][CH2:8][CH2:7][N:1]1[CH2:6][CH2:5][O:4][CH2:3][CH2:2]1. The yield is 0.240. The reactants are [N:1]1([CH2:7][CH2:8][NH2:9])[CH2:6][CH2:5][O:4][CH2:3][CH2:2]1.Cl[C:11]1[N:16]=[CH:15][C:14]2[C:17](=[C:22]3[C:30]4[C:25](=[CH:26][CH:27]=[C:28]([F:31])[CH:29]=4)[NH:24][C:23]3=[O:32])[O:18][CH:19]([CH2:20][CH3:21])[C:13]=2[C:12]=1[Cl:33].O1CCOC[CH2:35]1.